Dataset: Tyrosyl-DNA phosphodiesterase HTS with 341,365 compounds. Task: Binary Classification. Given a drug SMILES string, predict its activity (active/inactive) in a high-throughput screening assay against a specified biological target. (1) The compound is O=C(Nc1ccc(Nc2ccccc2)cc1)N. The result is 0 (inactive). (2) The molecule is s1cc(nc1C)c1ccc(NC(=O)CC(C)C)cc1. The result is 0 (inactive). (3) The molecule is Clc1ccc(c2oc(c(n2)CN2CC(CCC2)C(=O)NCCCN2CCCC2=O)C)cc1. The result is 0 (inactive). (4) The compound is O=C1N2C(C(CC1CC(=O)NC\C=C(\CC\C=C(/C)C)C)C(=O)N1CCCCC1)(c1[nH]c3c(c1CC2)cccc3)C. The result is 0 (inactive). (5) The drug is S(c1nc(Nc2c(cc(cc2)C)C)cc(n1)c1ccccc1)C. The result is 0 (inactive). (6) The drug is O1CC[N+](CCCOC(=O)C2(CCCC2)c2ccccc2)(CC1)C. The result is 0 (inactive). (7) The result is 0 (inactive). The compound is S(CCc1n(c2ccccc2)c(=S)[nH]n1)Cc1cc(c(OC)cc1)C. (8) The compound is S(c1n(N)cc(n1)c1ccccc1)CC(=O)NCC(F)(F)F. The result is 0 (inactive). (9) The molecule is S(Cc1nc(sc1)CC#N)c1oc2c(n1)cccc2. The result is 0 (inactive). (10) The molecule is O1CCN(CCNC(=O)c2n(c3nc4n(c(=O)c3c2)cccc4C)CCCOC)CC1. The result is 0 (inactive).